Task: Predict the reactants needed to synthesize the given product.. Dataset: Full USPTO retrosynthesis dataset with 1.9M reactions from patents (1976-2016) (1) Given the product [CH2:11]([C:2]1[S:1][CH:5]=[CH:4][CH:3]=1)[CH:12]([CH3:14])[CH3:13], predict the reactants needed to synthesize it. The reactants are: [S:1]1[CH:5]=[CH:4][CH:3]=[CH:2]1.C([Li])CCC.[CH2:11](Br)[CH:12]([CH3:14])[CH3:13].Cl. (2) Given the product [C:1]([O:5][C:6](=[O:22])[CH2:7][N:8]1[CH:12]=[C:11]([C:24]2[C:36]3[C:35]4[C:30](=[CH:31][CH:32]=[CH:33][CH:34]=4)[C:29]([OH:37])([C:38]([F:40])([F:41])[F:39])[C:28]=3[CH:27]=[C:26]([CH3:42])[CH:25]=2)[CH:10]=[N:9]1)([CH3:2])([CH3:3])[CH3:4], predict the reactants needed to synthesize it. The reactants are: [C:1]([O:5][C:6](=[O:22])[CH2:7][N:8]1[CH:12]=[C:11](B2OC(C)(C)C(C)(C)O2)[CH:10]=[N:9]1)([CH3:4])([CH3:3])[CH3:2].Cl[C:24]1[C:36]2[C:35]3[C:30](=[CH:31][CH:32]=[CH:33][CH:34]=3)[C:29]([C:38]([F:41])([F:40])[F:39])([OH:37])[C:28]=2[CH:27]=[C:26]([CH3:42])[CH:25]=1.C(=O)([O-])O.[Na+].C1(P(C2CCCCC2)C2C=CC=CC=2C2C(OC)=CC=CC=2OC)CCCCC1. (3) Given the product [NH2:18][C:14]1[C:13]([C:9]2[N:10]([CH2:11][CH3:12])[C:3]3[C:2]([CH:26]=[O:27])=[CH:7][N:6]=[CH:5][C:4]=3[N:8]=2)=[N:17][O:16][N:15]=1, predict the reactants needed to synthesize it. The reactants are: Br[C:2]1[C:3]2[N:10]([CH2:11][CH3:12])[C:9]([C:13]3[C:14]([NH2:18])=[N:15][O:16][N:17]=3)=[N:8][C:4]=2[CH:5]=[N:6][CH:7]=1.C([Li])CCC.CN(C)[CH:26]=[O:27]. (4) Given the product [CH2:1]([N:8]1[C:18](=[O:23])[CH2:19][C:20](=[O:21])[N:11]([C:12]2[CH:17]=[CH:16][CH:15]=[CH:14][CH:13]=2)[C:9]1=[O:10])[C:2]1[CH:3]=[CH:4][CH:5]=[CH:6][CH:7]=1, predict the reactants needed to synthesize it. The reactants are: [CH2:1]([NH:8][C:9]([NH:11][C:12]1[CH:17]=[CH:16][CH:15]=[CH:14][CH:13]=1)=[O:10])[C:2]1[CH:7]=[CH:6][CH:5]=[CH:4][CH:3]=1.[C:18](O)(=[O:23])[CH2:19][C:20](O)=[O:21].C(OC(=O)C)(=O)C. (5) Given the product [F:1][C:2]1[CH:3]=[C:4]([S:8]([C:11]2[CH:20]=[C:19]3[C:14]([CH2:15][CH2:16][C@H:17]([CH2:21][NH:22][S:31]([CH3:30])(=[O:33])=[O:32])[O:18]3)=[CH:13][CH:12]=2)(=[O:10])=[O:9])[CH:5]=[CH:6][CH:7]=1, predict the reactants needed to synthesize it. The reactants are: [F:1][C:2]1[CH:3]=[C:4]([S:8]([C:11]2[CH:20]=[C:19]3[C:14]([CH2:15][CH2:16][C@H:17]([CH2:21][NH2:22])[O:18]3)=[CH:13][CH:12]=2)(=[O:10])=[O:9])[CH:5]=[CH:6][CH:7]=1.C(N(CC)CC)C.[CH3:30][S:31](Cl)(=[O:33])=[O:32]. (6) Given the product [OH:70][C:66]1[CH:10]=[C:9]2[C:69]([CH:71]=[CH:13][CH:12]=[N:8]2)=[CH:68][CH:67]=1, predict the reactants needed to synthesize it. The reactants are: C1COP([N:8]([CH2:12][CH2:13]Cl)[CH2:9][CH2:10]Cl)(=O)NC1.C1COP(NCCCl)(=O)N(CCCl)C1.P([O-])([O-])([O-])=O.[Na+].[Na+].[Na+].C(N(CC(O)=O)CC(O)=O)CN(CC(O)=O)CC(O)=O.C1N=C(N)C2N=CN([C@@H:66]3[O:70][C@H:69]([CH2:71]OP(OP(O[CH2:71][C@H:69]4[O:70][C@@H:66](N5C=C(C(N)=O)CC=C5)[C@H:67](O)[C@@H:68]4O)(O)=O)(O)=O)[C@@H:68](O)[C@H:67]3OP(O)(O)=O)C=2N=1.ClC(Cl)(Cl)C(O)=O.NC1C=C(O)C=CC=1.Cl.NO. (7) Given the product [F:1][C:2]1[CH:7]=[CH:6][CH:5]=[CH:4][C:3]=1[C@H:8]1[CH2:17][CH2:16][CH2:15][C@@H:14]2[N:9]1[C:10](=[O:18])[CH2:11][CH2:12][CH2:13]2, predict the reactants needed to synthesize it. The reactants are: [F:1][C:2]1[CH:7]=[CH:6][CH:5]=[CH:4][C:3]=1[C@H:8]1[CH2:17][CH2:16][CH2:15][C@@H:14]2[N:9]1[C:10](=[O:18])[CH2:11][CH:12]=[CH:13]2.[H][H]. (8) Given the product [Br:1][C:2]1[CH:3]=[CH:4][C:5]2[CH:9]=[C:8]([F:21])[S:7][C:6]=2[CH:10]=1, predict the reactants needed to synthesize it. The reactants are: [Br:1][C:2]1[CH:3]=[CH:4][C:5]2[CH:9]=[CH:8][S:7][C:6]=2[CH:10]=1.C1C=CC(S(N(S(C2C=CC=CC=2)(=O)=O)[F:21])(=O)=O)=CC=1.C([Li])CCC.C(NC(C)C)(C)C.